This data is from Full USPTO retrosynthesis dataset with 1.9M reactions from patents (1976-2016). The task is: Predict the reactants needed to synthesize the given product. Given the product [OH:52][B:1]1[C:5]2[CH:6]=[CH:7][C:8]([CH2:10][NH:11][C:21]([C:19]3[O:18][N:17]=[C:16]([C:12]([CH3:15])([CH3:14])[CH3:13])[N:20]=3)=[O:22])=[CH:9][C:4]=2[CH2:3][O:2]1, predict the reactants needed to synthesize it. The reactants are: [B:1]1[O:2][CH:3]=[C:4]2[CH:9]=[C:8]([CH2:10][NH2:11])[CH:7]=[CH:6][C:5]=12.[C:12]([C:16]1[N:20]=[C:19]([C:21](O)=[O:22])[O:18][N:17]=1)([CH3:15])([CH3:14])[CH3:13].C1CN([P+](Br)(N2CCCC2)N2CCCC2)CC1.F[P-](F)(F)(F)(F)F.CN(C=[O:52])C.CCN(C(C)C)C(C)C.